This data is from TCR-epitope binding with 47,182 pairs between 192 epitopes and 23,139 TCRs. The task is: Binary Classification. Given a T-cell receptor sequence (or CDR3 region) and an epitope sequence, predict whether binding occurs between them. (1) The epitope is YSEHPTFTSQY. The TCR CDR3 sequence is CASSGGITGEETQYF. Result: 0 (the TCR does not bind to the epitope). (2) The epitope is SSNVANYQK. The TCR CDR3 sequence is CASSPYQGAGGEQFF. Result: 0 (the TCR does not bind to the epitope). (3) The epitope is TPINLVRDL. The TCR CDR3 sequence is CASSSDTGPSSYEQYF. Result: 0 (the TCR does not bind to the epitope). (4) The epitope is PROT_97E67BCC. The TCR CDR3 sequence is CASSEEWDTQYF. Result: 1 (the TCR binds to the epitope). (5) The epitope is FLKEKGGL. The TCR CDR3 sequence is CATSDLGRMNTGELFF. Result: 0 (the TCR does not bind to the epitope). (6) The epitope is RIFTIGTVTLK. Result: 0 (the TCR does not bind to the epitope). The TCR CDR3 sequence is CASSPTRGAKNIQYF. (7) The epitope is FLRGRAYGL. The TCR CDR3 sequence is CASSRTSGGTLLYEQYF. Result: 0 (the TCR does not bind to the epitope). (8) The epitope is EILDITPCSF. The TCR CDR3 sequence is CASSPGDSYEQYF. Result: 1 (the TCR binds to the epitope). (9) The epitope is MPASWVMRI. The TCR CDR3 sequence is CASRQGLAGSDTQYF. Result: 1 (the TCR binds to the epitope). (10) The epitope is LPAADLDDF. The TCR CDR3 sequence is CASSPPVLGGANVLTF. Result: 1 (the TCR binds to the epitope).